This data is from Catalyst prediction with 721,799 reactions and 888 catalyst types from USPTO. The task is: Predict which catalyst facilitates the given reaction. (1) Reactant: [C:1]([C:3]([OH:6])([CH3:5])[CH3:4])#[N:2].[Cl:7][CH2:8][C:9](Cl)=[O:10].Cl. Product: [Cl:7][CH2:8][C:9]([O:6][C:3]([C:1]#[N:2])([CH3:5])[CH3:4])=[O:10]. The catalyst class is: 6. (2) Reactant: [CH3:1][O:2][C:3](=[O:27])[C:4]1[C:9]([N:10]([CH2:14][CH3:15])[CH2:11][CH2:12][OH:13])=[CH:8][C:7]([CH3:16])=[N:6][C:5]=1[O:17][C:18]1[C:23]([CH3:24])=[CH:22][C:21]([CH3:25])=[CH:20][C:19]=1[CH3:26].[CH3:28][S:29](Cl)(=[O:31])=[O:30].C(N(CC)CC)C. Product: [CH3:1][O:2][C:3](=[O:27])[C:4]1[C:9]([N:10]([CH2:14][CH3:15])[CH2:11][CH2:12][O:13][S:29]([CH3:28])(=[O:31])=[O:30])=[CH:8][C:7]([CH3:16])=[N:6][C:5]=1[O:17][C:18]1[C:23]([CH3:24])=[CH:22][C:21]([CH3:25])=[CH:20][C:19]=1[CH3:26]. The catalyst class is: 2.